From a dataset of Catalyst prediction with 721,799 reactions and 888 catalyst types from USPTO. Predict which catalyst facilitates the given reaction. (1) Reactant: Cl[CH2:2][C:3]([NH:5][C:6]1[S:7][CH:8]=[C:9]([C:11]2[CH:16]=[CH:15][N:14]=[CH:13][CH:12]=2)[N:10]=1)=[O:4].[CH3:17][NH:18][C:19]1[CH:24]=[CH:23][CH:22]=[CH:21][CH:20]=1. Product: [CH3:17][N:18]([C:19]1[CH:24]=[CH:23][CH:22]=[CH:21][CH:20]=1)[CH2:2][C:3]([NH:5][C:6]1[S:7][CH:8]=[C:9]([C:11]2[CH:16]=[CH:15][N:14]=[CH:13][CH:12]=2)[N:10]=1)=[O:4]. The catalyst class is: 44. (2) Reactant: [CH3:1][O:2][C:3]1[CH:8]=[C:7]([CH3:9])[C:6]([S:10]([N:13]2[CH2:18][CH2:17][CH2:16][CH2:15][CH:14]2[CH2:19][CH2:20][CH2:21][S:22]([O:25]C2C(F)=C(F)C(F)=C(F)C=2F)(=O)=[O:23])(=[O:12])=[O:11])=[C:5]([CH3:37])[CH:4]=1.[CH3:38][N:39]1[CH2:44][CH2:43][CH:42]([N:45]2[CH2:50][CH2:49][NH:48][CH2:47][CH2:46]2)[CH2:41][CH2:40]1.N12CCCN=C1CCCCC2.C(=O)(O)[O-].[Na+]. Product: [CH3:1][O:2][C:3]1[CH:4]=[C:5]([CH3:37])[C:6]([S:10]([N:13]2[CH2:18][CH2:17][CH2:16][CH2:15][CH:14]2[CH2:19][CH2:20][CH2:21][S:22]([N:48]2[CH2:47][CH2:46][N:45]([CH:42]3[CH2:43][CH2:44][N:39]([CH3:38])[CH2:40][CH2:41]3)[CH2:50][CH2:49]2)(=[O:23])=[O:25])(=[O:11])=[O:12])=[C:7]([CH3:9])[CH:8]=1. The catalyst class is: 595. (3) Reactant: Cl.[Br:2][C:3]1[CH:14]=[N:13][C:6]2[NH:7][C:8](=O)[CH2:9][NH:10][CH2:11][C:5]=2[CH:4]=1.[H-].[H-].[H-].[H-].[Li+].[Al+3]. Product: [Br:2][C:3]1[CH:14]=[N:13][C:6]2[NH:7][CH2:8][CH2:9][NH:10][CH2:11][C:5]=2[CH:4]=1. The catalyst class is: 1. (4) Reactant: [NH2:1][C@H:2]([CH2:5][CH2:6][CH2:7][CH3:8])[CH2:3][OH:4].[C:9]([N:13]=[C:14]=[S:15])([CH3:12])([CH3:11])[CH3:10]. Product: [C:9]([NH:13][C:14]([NH:1][C@H:2]([CH2:5][CH2:6][CH2:7][CH3:8])[CH2:3][OH:4])=[S:15])([CH3:12])([CH3:11])[CH3:10]. The catalyst class is: 8. (5) The catalyst class is: 3. Reactant: O1CCN(C[CH:8]([C:10]2[CH:15]=[CH:14][CH:13]=[CH:12][CH:11]=2)[NH2:9])CC1.C([O:23]C1(OC)C=CC(C(O)=O)=CC1OC)C1C=CC=CC=1.C(N(C(C)C)CC)(C)C.C[NH3+].F[P-](F)(F)(F)(F)F.N1(OC(N(C)C)=[N+](C)C)C2N=CC=CC=2N=N1.F[P-](F)(F)(F)(F)F. Product: [C:8]([NH2:9])(=[O:23])[C:10]1[CH:15]=[CH:14][CH:13]=[CH:12][CH:11]=1. (6) Reactant: [NH2:1][C:2]1[CH:3]=[CH:4][C:5]([O:8][C:9]2[CH:19]=[CH:18][C:12]([C:13]([O:15]CC)=O)=[CH:11][CH:10]=2)=[N:6][CH:7]=1.C(N(CC)CC)C.[Cl:27][C:28]1[CH:29]=[C:30]([CH:34]=[CH:35][C:36]=1[Cl:37])[C:31](Cl)=[O:32].[OH-].[Na+].[CH2:40]([N:48]1[CH2:53][CH2:52][NH:51][CH2:50][CH2:49]1)[CH2:41][C:42]1[CH:47]=[CH:46][CH:45]=[CH:44][CH:43]=1.Cl.C(N=C=NCCCN(C)C)C.O.ON1C2C=CC=CC=2N=N1. Product: [Cl:27][C:28]1[CH:29]=[C:30]([CH:34]=[CH:35][C:36]=1[Cl:37])[C:31]([NH:1][C:2]1[CH:7]=[N:6][C:5]([O:8][C:9]2[CH:10]=[CH:11][C:12]([C:13]([N:51]3[CH2:52][CH2:53][N:48]([CH2:40][CH2:41][C:42]4[CH:47]=[CH:46][CH:45]=[CH:44][CH:43]=4)[CH2:49][CH2:50]3)=[O:15])=[CH:18][CH:19]=2)=[CH:4][CH:3]=1)=[O:32]. The catalyst class is: 1.